From a dataset of Forward reaction prediction with 1.9M reactions from USPTO patents (1976-2016). Predict the product of the given reaction. (1) Given the reactants Cl.O1CCOCC1.[NH2:8][C:9]([C:11]1[CH:16]=[C:15]([F:17])[C:14]([NH:18][CH:19]2[CH2:24][CH2:23][N:22](C(OC(C)(C)C)=O)[CH2:21][CH2:20]2)=[C:13]([Cl:32])[CH:12]=1)=[O:10], predict the reaction product. The product is: [Cl:32][C:13]1[CH:12]=[C:11]([CH:16]=[C:15]([F:17])[C:14]=1[NH:18][CH:19]1[CH2:24][CH2:23][NH:22][CH2:21][CH2:20]1)[C:9]([NH2:8])=[O:10]. (2) Given the reactants [NH2:1][CH:2]([C:11]1[C:16]([O:17][CH3:18])=[CH:15][CH:14]=[CH:13][C:12]=1[O:19][CH3:20])[CH2:3][CH:4]([CH3:10])[C:5]([O:7]CC)=O.[N:21]1[CH:26]=[CH:25][CH:24]=[CH:23][C:22]=1[C:27]1[CH:28]=[C:29]([CH:32]=[CH:33][CH:34]=1)[CH:30]=O, predict the reaction product. The product is: [CH3:18][O:17][C:16]1[CH:15]=[CH:14][CH:13]=[C:12]([O:19][CH3:20])[C:11]=1[CH:2]1[N:1]([CH2:30][C:29]2[CH:32]=[CH:33][CH:34]=[C:27]([C:22]3[CH:23]=[CH:24][CH:25]=[CH:26][N:21]=3)[CH:28]=2)[C:5](=[O:7])[CH:4]([CH3:10])[CH2:3]1.